This data is from Peptide-MHC class I binding affinity with 185,985 pairs from IEDB/IMGT. The task is: Regression. Given a peptide amino acid sequence and an MHC pseudo amino acid sequence, predict their binding affinity value. This is MHC class I binding data. (1) The peptide sequence is LMRRGDLPVW. The MHC is HLA-B15:01 with pseudo-sequence HLA-B15:01. The binding affinity (normalized) is 0.531. (2) The peptide sequence is QRVIPVYQV. The MHC is HLA-A11:01 with pseudo-sequence HLA-A11:01. The binding affinity (normalized) is 0.104. (3) The peptide sequence is MFWKLPPWL. The MHC is HLA-A68:02 with pseudo-sequence HLA-A68:02. The binding affinity (normalized) is 0.0847. (4) The peptide sequence is TFTNDSIISH. The MHC is HLA-A68:01 with pseudo-sequence HLA-A68:01. The binding affinity (normalized) is 0.184. (5) The peptide sequence is IEEVMNIVL. The MHC is HLA-B15:09 with pseudo-sequence HLA-B15:09. The binding affinity (normalized) is 0.0847. (6) The binding affinity (normalized) is 0.467. The peptide sequence is VMNPLGLNV. The MHC is HLA-A02:01 with pseudo-sequence HLA-A02:01. (7) The peptide sequence is PLPCQLMYAL. The MHC is HLA-A68:02 with pseudo-sequence HLA-A68:02. The binding affinity (normalized) is 0.0434.